This data is from Full USPTO retrosynthesis dataset with 1.9M reactions from patents (1976-2016). The task is: Predict the reactants needed to synthesize the given product. (1) Given the product [OH:11][C@H:7]([C:1]1[CH:6]=[CH:5][CH:4]=[CH:3][CH:2]=1)[CH2:8][CH2:9][O:10][S:26]([C:23]1[CH:24]=[CH:25][C:20]([CH3:30])=[CH:21][CH:22]=1)(=[O:28])=[O:27], predict the reactants needed to synthesize it. The reactants are: [C:1]1([C@@H:7]([OH:11])[CH2:8][CH2:9][OH:10])[CH:6]=[CH:5][CH:4]=[CH:3][CH:2]=1.C1N2CCN(CC2)C1.[C:20]1([CH3:30])[CH:25]=[CH:24][C:23]([S:26](Cl)(=[O:28])=[O:27])=[CH:22][CH:21]=1. (2) Given the product [O:9]=[C:8]1[NH:4][CH2:3][CH2:2][CH2:7][N:1]1[C@@H:2]1[CH2:7][CH2:6][CH2:5][N:4]([C:8]([O:10][C:11]([CH3:14])([CH3:13])[CH3:12])=[O:9])[CH2:3]1, predict the reactants needed to synthesize it. The reactants are: [NH2:1][C@@H:2]1[CH2:7][CH2:6][CH2:5][N:4]([C:8]([O:10][C:11]([CH3:14])([CH3:13])[CH3:12])=[O:9])[CH2:3]1.[H-].[Na+]. (3) Given the product [Cl:51][C:27]1[C:26]([NH:25][C:2]2[N:7]=[C:6]([N:8]([CH2:18][CH3:19])[CH2:9][C:10]3[CH:15]=[CH:14][C:13]([O:16][CH3:17])=[CH:12][CH:11]=3)[C:5]3=[N:20][CH:21]=[C:22]([C:23]#[N:24])[N:4]3[N:3]=2)=[CH:31][C:30]([C:32]#[N:33])=[CH:29][C:28]=1[N:34]1[CH2:43][CH2:42][C@@H:41]2[C@H:36]([O:37][CH2:38][CH2:39][N:40]2[C:44]([O:46][C:47]([CH3:50])([CH3:49])[CH3:48])=[O:45])[CH2:35]1, predict the reactants needed to synthesize it. The reactants are: Cl[C:2]1[N:7]=[C:6]([N:8]([CH2:18][CH3:19])[CH2:9][C:10]2[CH:15]=[CH:14][C:13]([O:16][CH3:17])=[CH:12][CH:11]=2)[C:5]2=[N:20][CH:21]=[C:22]([C:23]#[N:24])[N:4]2[N:3]=1.[NH2:25][C:26]1[C:27]([Cl:51])=[C:28]([N:34]2[CH2:43][CH2:42][C@@H:41]3[C@H:36]([O:37][CH2:38][CH2:39][N:40]3[C:44]([O:46][C:47]([CH3:50])([CH3:49])[CH3:48])=[O:45])[CH2:35]2)[CH:29]=[C:30]([C:32]#[N:33])[CH:31]=1.C([O-])([O-])=O.[Cs+].[Cs+].CC1(C)C2C(=C(P(C3C=CC=CC=3)C3C=CC=CC=3)C=CC=2)OC2C(P(C3C=CC=CC=3)C3C=CC=CC=3)=CC=CC1=2.